From a dataset of Peptide-MHC class I binding affinity with 185,985 pairs from IEDB/IMGT. Regression. Given a peptide amino acid sequence and an MHC pseudo amino acid sequence, predict their binding affinity value. This is MHC class I binding data. (1) The peptide sequence is SCLENFRAYV. The MHC is HLA-A02:03 with pseudo-sequence HLA-A02:03. The binding affinity (normalized) is 0.629. (2) The MHC is HLA-B48:01 with pseudo-sequence HLA-B48:01. The binding affinity (normalized) is 0.0847. The peptide sequence is NQECWDSVF. (3) The peptide sequence is VWLSVIWMMW. The MHC is HLA-A03:01 with pseudo-sequence HLA-A03:01. The binding affinity (normalized) is 0. (4) The peptide sequence is RVWRGEQGK. The MHC is HLA-A30:01 with pseudo-sequence HLA-A30:01. The binding affinity (normalized) is 0.648.